This data is from Catalyst prediction with 721,799 reactions and 888 catalyst types from USPTO. The task is: Predict which catalyst facilitates the given reaction. (1) Reactant: [Cl-].[C:2]([NH:5][NH:6][C:7]([C:9]1[CH:10]=[NH+:11][CH:12]=[CH:13][CH:14]=1)=[O:8])(=[S:4])[NH2:3].Br[CH2:16][C:17]([C:19]1[C:20](=[O:34])[O:21][C:22]2[C:27]([CH:28]=1)=[CH:26][CH:25]=[C:24]([N:29]([CH2:32][CH3:33])[CH2:30][CH3:31])[CH:23]=2)=O. Product: [CH2:32]([N:29]([CH2:30][CH3:31])[C:24]1[CH:23]=[C:22]2[C:27]([CH:28]=[C:19]([C:17]3[N:3]=[C:2]([NH:5][NH:6][C:7](=[O:8])[C:9]4[CH:14]=[CH:13][CH:12]=[N:11][CH:10]=4)[S:4][CH:16]=3)[C:20](=[O:34])[O:21]2)=[CH:26][CH:25]=1)[CH3:33]. The catalyst class is: 14. (2) Reactant: Cl.[CH2:2]([O:9][C:10]([N:12]1[CH2:17][CH2:16][CH2:15][CH:14]([NH:18][NH2:19])[CH2:13]1)=[O:11])[C:3]1[CH:8]=[CH:7][CH:6]=[CH:5][CH:4]=1.C(N(CC)CC)C.[C:27]([C:35]1[CH:40]=[CH:39][C:38]([C:41](OC)=[C:42]([C:45]#[N:46])[C:43]#[N:44])=[CH:37][CH:36]=1)(=[O:34])[C:28]1[CH:33]=[CH:32][CH:31]=[CH:30][CH:29]=1. Product: [NH2:46][C:45]1[N:18]([CH:14]2[CH2:15][CH2:16][CH2:17][N:12]([C:10]([O:9][CH2:2][C:3]3[CH:8]=[CH:7][CH:6]=[CH:5][CH:4]=3)=[O:11])[CH2:13]2)[N:19]=[C:41]([C:38]2[CH:39]=[CH:40][C:35]([C:27](=[O:34])[C:28]3[CH:33]=[CH:32][CH:31]=[CH:30][CH:29]=3)=[CH:36][CH:37]=2)[C:42]=1[C:43]#[N:44]. The catalyst class is: 8. (3) Reactant: [CH2:1]([N:8]1[CH2:13][CH2:12][C:11](=O)[CH2:10][CH2:9]1)[C:2]1[CH:7]=[CH:6][CH:5]=[CH:4][CH:3]=1.C(OP([CH2:23][C:24]1[CH:29]=[CH:28][CH:27]=[CH:26][CH:25]=1)(=O)OCC)C.CN(C)C=O.[H-].[Na+]. Product: [CH2:1]([N:8]1[CH2:13][CH2:12][C:11](=[CH:23][C:24]2[CH:29]=[CH:28][CH:27]=[CH:26][CH:25]=2)[CH2:10][CH2:9]1)[C:2]1[CH:7]=[CH:6][CH:5]=[CH:4][CH:3]=1. The catalyst class is: 97. (4) The catalyst class is: 21. Reactant: [CH2:1]([N:8]1[CH2:12][CH2:11][CH:10]=[CH:9]1)[C:2]1[CH:7]=[CH:6][CH:5]=[CH:4][CH:3]=1.[OH:13]S(O)(=O)=O.O.C1C=C(Cl)C=C(C(OO)=O)C=1. Product: [CH2:1]([N:8]1[CH2:12][CH:11]2[CH:10]([O:13]2)[CH2:9]1)[C:2]1[CH:7]=[CH:6][CH:5]=[CH:4][CH:3]=1.